This data is from Full USPTO retrosynthesis dataset with 1.9M reactions from patents (1976-2016). The task is: Predict the reactants needed to synthesize the given product. (1) Given the product [NH2:3][C:12]1[CH:19]=[CH:18][C:15]([C:16]#[N:17])=[C:14]([S:20]([F:25])([F:21])([F:22])([F:23])[F:24])[CH:13]=1.[C:16]([C:15]1[CH:18]=[CH:19][C:12]([NH:3][C:2](=[O:1])[C:10]2[C:5](=[CH:6][CH:7]=[CH:8][CH:9]=2)[C:4]([O-:26])=[O:11])=[CH:13][C:14]=1[S:20]([F:21])([F:22])([F:25])([F:23])[F:24])#[N:17], predict the reactants needed to synthesize it. The reactants are: [O:1]=[C:2]1[C:10]2[C:5](=[CH:6][CH:7]=[CH:8][CH:9]=2)[C:4](=[O:11])[N:3]1[C:12]1[CH:19]=[CH:18][C:15]([C:16]#[N:17])=[C:14]([S:20]([F:25])([F:24])([F:23])([F:22])[F:21])[CH:13]=1.[OH2:26].NN. (2) Given the product [F:38][CH:2]([F:1])[C:3]1[N:7]([C:8]2[N:13]=[C:12]([N:14]3[CH2:15][CH2:16][O:17][CH2:18][CH2:19]3)[N:11]=[C:10]([N:20]3[CH2:25][CH2:24][N:23]([C:26]([O:28][C:29]([CH3:32])([CH3:30])[CH3:31])=[O:27])[CH2:22][CH2:21]3)[N:9]=2)[C:6]2[CH:33]=[CH:34][CH:35]=[C:36]([O:37][CH2:40][CH2:41][CH2:42][OH:43])[C:5]=2[N:4]=1, predict the reactants needed to synthesize it. The reactants are: [F:1][CH:2]([F:38])[C:3]1[N:7]([C:8]2[N:13]=[C:12]([N:14]3[CH2:19][CH2:18][O:17][CH2:16][CH2:15]3)[N:11]=[C:10]([N:20]3[CH2:25][CH2:24][N:23]([C:26]([O:28][C:29]([CH3:32])([CH3:31])[CH3:30])=[O:27])[CH2:22][CH2:21]3)[N:9]=2)[C:6]2[CH:33]=[CH:34][CH:35]=[C:36]([OH:37])[C:5]=2[N:4]=1.Br[CH2:40][CH2:41][CH2:42][OH:43].C([O-])([O-])=O.[K+].[K+].O. (3) Given the product [Br:1][C:2]1[CH:7]=[N:6][CH:5]=[C:4]([O:8][CH2:11][S:12][CH3:13])[CH:3]=1, predict the reactants needed to synthesize it. The reactants are: [Br:1][C:2]1[CH:3]=[C:4]([OH:8])[CH:5]=[N:6][CH:7]=1.[H-].[Na+].[CH3:11][S:12][CH2:13]Cl. (4) The reactants are: [NH2:1][C:2]([CH:4]1[CH2:9][CH2:8][N:7]([C:10]([O:12][C:13]([CH3:16])([CH3:15])[CH3:14])=[O:11])[CH2:6][CH2:5]1)=[S:3].Br[CH2:18][C:19]([C:21]1[CH:26]=[CH:25][CH:24]=[CH:23][CH:22]=1)=O.C(=O)([O-])[O-].[K+].[K+].CN(C)C=O. Given the product [C:21]1([C:19]2[N:1]=[C:2]([CH:4]3[CH2:9][CH2:8][N:7]([C:10]([O:12][C:13]([CH3:16])([CH3:15])[CH3:14])=[O:11])[CH2:6][CH2:5]3)[S:3][CH:18]=2)[CH:26]=[CH:25][CH:24]=[CH:23][CH:22]=1, predict the reactants needed to synthesize it.